This data is from Reaction yield outcomes from USPTO patents with 853,638 reactions. The task is: Predict the reaction yield, written as a fraction of the theoretical maximum amount of product (1.0 means a 100% yield; for example, 0.34 means a 34% yield). (1) The reactants are [CH3:1][O:2][C:3]1[CH:8]=[CH:7][C:6]([CH2:9][CH2:10][CH2:11][CH:12]=[O:13])=[CH:5][CH:4]=1.[F:14][C:15]1[CH:16]=[C:17]([Mg]Br)[CH:18]=[CH:19][C:20]=1[F:21]. The catalyst is C1COCC1. The product is [F:14][C:15]1[CH:16]=[C:17]([CH:12]([OH:13])[CH2:11][CH2:10][CH2:9][C:6]2[CH:7]=[CH:8][C:3]([O:2][CH3:1])=[CH:4][CH:5]=2)[CH:18]=[CH:19][C:20]=1[F:21]. The yield is 0.150. (2) The reactants are Br[C:2]1[CH:3]=[N:4][CH:5]=[C:6]([Br:8])[CH:7]=1.[Br-].[CH2:10]([Zn+])[C:11]1[CH:16]=[CH:15][CH:14]=[CH:13][CH:12]=1. The catalyst is C1COCC1.[Cu]I.C1C=CC(P(C2C=CC=CC=2)[C-]2C=CC=C2)=CC=1.C1C=CC(P(C2C=CC=CC=2)[C-]2C=CC=C2)=CC=1.Cl[Pd]Cl.[Fe+2]. The product is [CH2:10]([C:2]1[CH:3]=[N:4][CH:5]=[C:6]([Br:8])[CH:7]=1)[C:11]1[CH:16]=[CH:15][CH:14]=[CH:13][CH:12]=1. The yield is 0.570. (3) The reactants are Cl[CH2:2][C:3]1[CH:4]=[CH:5][C:6]([C:9]2[S:17][C:16]3[C:11](=[N:12][CH:13]=[CH:14][C:15]=3[O:18][C:19]3[CH:24]=[CH:23][C:22]([N+:25]([O-:27])=[O:26])=[CH:21][C:20]=3[F:28])[CH:10]=2)=[N:7][CH:8]=1.[NH2:29][CH2:30][CH2:31][CH2:32][C:33]([O:35]CC)=O.CCN(C(C)C)C(C)C. The catalyst is C(#N)C. The product is [F:28][C:20]1[CH:21]=[C:22]([N+:25]([O-:27])=[O:26])[CH:23]=[CH:24][C:19]=1[O:18][C:15]1[CH:14]=[CH:13][N:12]=[C:11]2[CH:10]=[C:9]([C:6]3[N:7]=[CH:8][C:3]([CH2:2][N:29]4[CH2:30][CH2:31][CH2:32][C:33]4=[O:35])=[CH:4][CH:5]=3)[S:17][C:16]=12. The yield is 0.480.